Dataset: Forward reaction prediction with 1.9M reactions from USPTO patents (1976-2016). Task: Predict the product of the given reaction. (1) Given the reactants [F:1][C:2]([F:22])([F:21])[CH:3]([C:5]1[CH:10]=[CH:9][C:8]([O:11][C:12]2[CH:17]=[CH:16][CH:15]=[C:14]([F:18])[N:13]=2)=[C:7]([O:19]C)[CH:6]=1)[OH:4].B(Br)(Br)Br, predict the reaction product. The product is: [F:18][C:14]1[N:13]=[C:12]([O:11][C:8]2[CH:9]=[CH:10][C:5]([CH:3]([OH:4])[C:2]([F:21])([F:22])[F:1])=[CH:6][C:7]=2[OH:19])[CH:17]=[CH:16][CH:15]=1. (2) Given the reactants [F:1][C:2]1[N:7]2[CH:8]=[C:9]([CH2:11][N:12]([CH3:23])[C@@H:13]3[C:22]4[N:21]=[CH:20][CH:19]=[CH:18][C:17]=4[CH2:16][CH2:15][CH2:14]3)[N:10]=[C:6]2[CH:5]=[CH:4][CH:3]=1.F[C:25]1N2C=C(CN[C@@H]3C4N=CC=CC=4CCC3)N=C2C=C[CH:26]=1.C(=O)CC, predict the reaction product. The product is: [F:1][C:2]1[N:7]2[CH:8]=[C:9]([CH2:11][N:12]([CH2:23][CH2:25][CH3:26])[C@@H:13]3[C:22]4[N:21]=[CH:20][CH:19]=[CH:18][C:17]=4[CH2:16][CH2:15][CH2:14]3)[N:10]=[C:6]2[CH:5]=[CH:4][CH:3]=1.